From a dataset of Forward reaction prediction with 1.9M reactions from USPTO patents (1976-2016). Predict the product of the given reaction. (1) Given the reactants [O:1]1[C:10]2[CH:9]=[C:8]([CH2:11][NH:12][CH:13]3[CH2:18][CH2:17][N:16]([CH2:19][CH2:20][N:21]4[C:30]5[C:25](=[CH:26][CH:27]=[C:28]([O:31][CH3:32])[CH:29]=5)[N:24]=[CH:23][C:22]4=[O:33])[CH2:15][CH2:14]3)[N:7]=[CH:6][C:5]=2[O:4][CH2:3][CH2:2]1.[BH4-].[Na+], predict the reaction product. The product is: [O:1]1[C:10]2[CH:9]=[C:8]([CH2:11][NH:12][CH:13]3[CH2:14][CH2:15][N:16]([CH2:19][CH2:20][N:21]4[C:30]5[C:25](=[CH:26][CH:27]=[C:28]([O:31][CH3:32])[CH:29]=5)[NH:24][CH2:23][C:22]4=[O:33])[CH2:17][CH2:18]3)[N:7]=[CH:6][C:5]=2[O:4][CH2:3][CH2:2]1. (2) The product is: [F:1][C@H:2]1[C@H:7]([O:8][C:9]2[CH:14]=[CH:13][C:12]([NH2:15])=[CH:11][C:10]=2[C:18]([F:20])([F:19])[F:21])[CH2:6][CH2:5][N:4]([CH:22]2[CH2:25][O:24][CH2:23]2)[CH2:3]1. Given the reactants [F:1][C@H:2]1[C@H:7]([O:8][C:9]2[CH:14]=[CH:13][C:12]([N+:15]([O-])=O)=[CH:11][C:10]=2[C:18]([F:21])([F:20])[F:19])[CH2:6][CH2:5][N:4]([CH:22]2[CH2:25][O:24][CH2:23]2)[CH2:3]1, predict the reaction product. (3) Given the reactants [C:1]1([N:7]2[C:15]3[C:10](=[CH:11][C:12]([OH:16])=[CH:13][CH:14]=3)[CH:9]=[CH:8]2)[CH:6]=[CH:5][CH:4]=[CH:3][CH:2]=1.[BH3-]C#N.[Na+].C([O-])([O-])=O.[Na+].[Na+], predict the reaction product. The product is: [C:1]1([N:7]2[C:15]3[C:10](=[CH:11][C:12]([OH:16])=[CH:13][CH:14]=3)[CH2:9][CH2:8]2)[CH:6]=[CH:5][CH:4]=[CH:3][CH:2]=1.